This data is from Full USPTO retrosynthesis dataset with 1.9M reactions from patents (1976-2016). The task is: Predict the reactants needed to synthesize the given product. (1) Given the product [Cl:27][C:28]1[CH:33]=[CH:32][C:31]([CH:34]([C:51]2[CH:56]=[CH:55][C:54]([Cl:57])=[CH:53][CH:52]=2)[N:35]2[CH2:38][CH:37]([CH:39]([C:43]3[CH:48]=[C:47]([F:49])[CH:46]=[C:45]([F:50])[CH:44]=3)[C:40]([NH:5][CH3:4])=[O:41])[CH2:36]2)=[CH:30][CH:29]=1, predict the reactants needed to synthesize it. The reactants are: CN.Cl.[CH3:4][N:5](C)CCCN=C=NCC.O.OC1C2N=NNC=2C=CC=1.Cl.[Cl:27][C:28]1[CH:33]=[CH:32][C:31]([CH:34]([C:51]2[CH:56]=[CH:55][C:54]([Cl:57])=[CH:53][CH:52]=2)[N:35]2[CH2:38][CH:37]([CH:39]([C:43]3[CH:48]=[C:47]([F:49])[CH:46]=[C:45]([F:50])[CH:44]=3)[C:40](O)=[O:41])[CH2:36]2)=[CH:30][CH:29]=1. (2) The reactants are: Cl.Cl.[NH2:3][CH2:4][CH2:5][CH2:6][CH2:7][CH2:8][CH2:9][CH2:10][CH2:11][CH2:12][N:13]1[CH2:18][CH2:17][CH:16]([O:19][C:20](=[O:34])[NH:21][C:22]2[CH:27]=[CH:26][CH:25]=[CH:24][C:23]=2[C:28]2[CH:33]=[CH:32][CH:31]=[CH:30][CH:29]=2)[CH2:15][CH2:14]1.[OH:35][C:36]1[CH:43]=[C:42]([Cl:44])[C:41]([Cl:45])=[CH:40][C:37]=1[CH:38]=O. Given the product [OH:35][C:36]1[CH:43]=[C:42]([Cl:44])[C:41]([Cl:45])=[CH:40][C:37]=1[CH2:38][NH:3][CH2:4][CH2:5][CH2:6][CH2:7][CH2:8][CH2:9][CH2:10][CH2:11][CH2:12][N:13]1[CH2:18][CH2:17][CH:16]([O:19][C:20](=[O:34])[NH:21][C:22]2[CH:27]=[CH:26][CH:25]=[CH:24][C:23]=2[C:28]2[CH:33]=[CH:32][CH:31]=[CH:30][CH:29]=2)[CH2:15][CH2:14]1, predict the reactants needed to synthesize it. (3) Given the product [CH3:1][O:2][C:3]([C:5]1[S:9][C:8]([C:13]2[CH:18]=[CH:17][CH:16]=[CH:15][N:14]=2)=[N:7][CH:6]=1)=[O:4], predict the reactants needed to synthesize it. The reactants are: [CH3:1][O:2][C:3]([C:5]1[S:9][C:8](Br)=[N:7][CH:6]=1)=[O:4].Br[Zn][C:13]1[CH:18]=[CH:17][CH:16]=[CH:15][N:14]=1. (4) The reactants are: [CH3:1][O:2][C:3]1[CH:4]=[C:5]2[C:10](=[CH:11][CH:12]=1)[CH:9]=[C:8]([C:13]1[N:14]=[C:15]([C:24]([CH3:28])([CH3:27])[CH2:25][NH2:26])[NH:16][C:17]=1[C:18]1[CH:23]=[CH:22][N:21]=[CH:20][CH:19]=1)[CH:7]=[CH:6]2.CCN(C(C)C)C(C)C.[CH2:38]([N:40]=[C:41]=[O:42])[CH3:39]. Given the product [CH2:38]([NH:40][C:41]([NH:26][CH2:25][C:24]([C:15]1[NH:16][C:17]([C:18]2[CH:23]=[CH:22][N:21]=[CH:20][CH:19]=2)=[C:13]([C:8]2[CH:7]=[CH:6][C:5]3[C:10](=[CH:11][CH:12]=[C:3]([O:2][CH3:1])[CH:4]=3)[CH:9]=2)[N:14]=1)([CH3:28])[CH3:27])=[O:42])[CH3:39], predict the reactants needed to synthesize it. (5) Given the product [CH2:45]([N:42]([CH2:43][CH3:44])[S:39]([C:35]1[CH:34]=[C:33]([C:17]2[CH:16]=[C:15]3[C:11]([CH:12]=[N:13][NH:14]3)=[C:10]([NH:9][C:7]([C:5]3[N:6]=[C:2]([CH3:1])[S:3][CH:4]=3)=[O:8])[CH:18]=2)[CH:38]=[N:37][CH:36]=1)(=[O:40])=[O:41])[CH3:46], predict the reactants needed to synthesize it. The reactants are: [CH3:1][C:2]1[S:3][CH:4]=[C:5]([C:7]([NH:9][C:10]2[CH:18]=[C:17]([Sn](C)(C)C)[CH:16]=[C:15]3[C:11]=2[CH:12]=[N:13][N:14]3S(C2C=CC=CC=2)(=O)=O)=[O:8])[N:6]=1.Br[C:33]1[CH:34]=[C:35]([S:39]([N:42]([CH2:45][CH3:46])[CH2:43][CH3:44])(=[O:41])=[O:40])[CH:36]=[N:37][CH:38]=1. (6) Given the product [CH3:19][O:20][C:2]1[C:11]2[C:6](=[CH:7][CH:8]=[CH:9][CH:10]=2)[CH:5]=[C:4]([NH:12][C:13]2[CH:17]=[C:16]([CH3:18])[NH:15][N:14]=2)[N:3]=1, predict the reactants needed to synthesize it. The reactants are: Cl[C:2]1[C:11]2[C:6](=[CH:7][CH:8]=[CH:9][CH:10]=2)[CH:5]=[C:4]([NH:12][C:13]2[CH:17]=[C:16]([CH3:18])[NH:15][N:14]=2)[N:3]=1.[CH3:19][OH:20].